Dataset: Forward reaction prediction with 1.9M reactions from USPTO patents (1976-2016). Task: Predict the product of the given reaction. (1) Given the reactants F[C:2]1[CH:9]=[CH:8][C:7]([F:10])=[CH:6][C:3]=1[C:4]#[N:5].C(OC(=O)NCC1C=C(Br)C=C[C:20]=1[S:26]CC)(C)(C)C.C[S-].[Na+], predict the reaction product. The product is: [F:10][C:7]1[CH:8]=[CH:9][C:2]([S:26][CH3:20])=[C:3]([CH:6]=1)[C:4]#[N:5]. (2) Given the reactants [C:1]([O:5][C:6]([N:8]1[CH2:13][CH2:12][C@@H:11]([C:14]2[CH:19]=[CH:18][CH:17]=[CH:16][CH:15]=2)[C@H:10]([C:20]2[CH:25]=[CH:24][CH:23]=[C:22](Cl)[CH:21]=2)[CH2:9]1)=[O:7])([CH3:4])([CH3:3])[CH3:2].[CH3:27][S:28]([C:31]1[CH:32]=[C:33](B(O)O)[CH:34]=[CH:35][CH:36]=1)(=[O:30])=[O:29].C([O-])([O-])=O.[Cs+].[Cs+].O, predict the reaction product. The product is: [C:6]([O-:5])(=[O:7])[CH3:27].[C:1]([O:5][C:6]([N:8]1[CH2:13][CH2:12][C@@H:11]([C:14]2[CH:19]=[CH:18][CH:17]=[CH:16][CH:15]=2)[C@H:10]([C:20]2[CH:21]=[C:22]([C:35]3[CH:34]=[CH:33][CH:32]=[C:31]([S:28]([CH3:27])(=[O:30])=[O:29])[CH:36]=3)[CH:23]=[CH:24][CH:25]=2)[CH2:9]1)=[O:7])([CH3:4])([CH3:3])[CH3:2]. (3) Given the reactants C[O:2][C:3](=[O:35])[CH2:4][O:5][C:6]1[CH:15]=[CH:14][C:13]([F:16])=[C:12]2[C:7]=1[C:8]([O:31][CH:32]([F:34])[F:33])=[C:9]([CH2:19][C:20]1[CH:25]=[CH:24][C:23]([C:26]3[O:27][CH:28]=[CH:29][N:30]=3)=[CH:22][CH:21]=1)[C:10]([CH2:17][CH3:18])=[N:11]2.[OH-].[Li+].C(O)(=O)C, predict the reaction product. The product is: [F:34][CH:32]([F:33])[O:31][C:8]1[C:7]2[C:12](=[C:13]([F:16])[CH:14]=[CH:15][C:6]=2[O:5][CH2:4][C:3]([OH:35])=[O:2])[N:11]=[C:10]([CH2:17][CH3:18])[C:9]=1[CH2:19][C:20]1[CH:25]=[CH:24][C:23]([C:26]2[O:27][CH:28]=[CH:29][N:30]=2)=[CH:22][CH:21]=1. (4) Given the reactants [Cl:1][C:2]1[CH:3]=[CH:4][C:5]([N:44]2[CH:48]=[C:47]([C:49]([F:52])([F:51])[F:50])[N:46]=[N:45]2)=[C:6]([C:8]2[N:9]=[CH:10][N:11]([C@@H:15]3[C:31]4[CH:32]=[C:27]([CH:28]=[CH:29][N:30]=4)[C:26]4[C:22](=[CH:23][N:24]([C:33]5[C:38]([F:39])=[CH:37][N:36]=[C:35]([O:40]C)[CH:34]=5)[N:25]=4)[NH:21][C:20](=[O:42])[C@H:19]([CH3:43])[CH2:18][CH2:17][CH2:16]3)[C:12](=[O:14])[CH:13]=2)[CH:7]=1.Cl, predict the reaction product. The product is: [Cl:1][C:2]1[CH:3]=[CH:4][C:5]([N:44]2[CH:48]=[C:47]([C:49]([F:51])([F:50])[F:52])[N:46]=[N:45]2)=[C:6]([C:8]2[N:9]=[CH:10][N:11]([C@@H:15]3[C:31]4[CH:32]=[C:27]([CH:28]=[CH:29][N:30]=4)[C:26]4[C:22](=[CH:23][N:24]([C:33]5[C:38]([F:39])=[CH:37][N:36]=[C:35]([OH:40])[CH:34]=5)[N:25]=4)[NH:21][C:20](=[O:42])[C@H:19]([CH3:43])[CH2:18][CH2:17][CH2:16]3)[C:12](=[O:14])[CH:13]=2)[CH:7]=1.